From a dataset of Peptide-MHC class II binding affinity with 134,281 pairs from IEDB. Regression. Given a peptide amino acid sequence and an MHC pseudo amino acid sequence, predict their binding affinity value. This is MHC class II binding data. (1) The peptide sequence is WSKDIYNYMEPYVSK. The MHC is DRB1_0802 with pseudo-sequence DRB1_0802. The binding affinity (normalized) is 0.356. (2) The peptide sequence is AYHFKDPQYPVWELT. The MHC is DRB4_0101 with pseudo-sequence DRB4_0103. The binding affinity (normalized) is 0.222. (3) The peptide sequence is PIVNRNGEVIGLYGN. The MHC is DRB1_0404 with pseudo-sequence DRB1_0404. The binding affinity (normalized) is 0.420.